Dataset: Full USPTO retrosynthesis dataset with 1.9M reactions from patents (1976-2016). Task: Predict the reactants needed to synthesize the given product. (1) Given the product [C:1]([O:5][C:6](=[O:37])[CH2:7][N:8]([S:26]([C:29]1[CH:30]=[C:31]([Cl:36])[CH:32]=[C:33]([Cl:35])[CH:34]=1)(=[O:27])=[O:28])[C:9]1[CH:10]=[C:11]2[C:15](=[CH:16][CH:17]=1)[N:14]([C:18]1[CH:23]=[C:22]([S:24]([CH3:25])=[O:42])[CH:21]=[CH:20][N:19]=1)[CH:13]=[CH:12]2)([CH3:4])([CH3:2])[CH3:3], predict the reactants needed to synthesize it. The reactants are: [C:1]([O:5][C:6](=[O:37])[CH2:7][N:8]([S:26]([C:29]1[CH:34]=[C:33]([Cl:35])[CH:32]=[C:31]([Cl:36])[CH:30]=1)(=[O:28])=[O:27])[C:9]1[CH:10]=[C:11]2[C:15](=[CH:16][CH:17]=1)[N:14]([C:18]1[CH:23]=[C:22]([S:24][CH3:25])[CH:21]=[CH:20][N:19]=1)[CH:13]=[CH:12]2)([CH3:4])([CH3:3])[CH3:2].OO.S([O-])([O-])(=[O:42])=S.[Na+].[Na+].C(=O)([O-])O.[Na+]. (2) Given the product [C:1]([O:5][CH:6]([C:11]1[N:16]([CH3:17])[C:15](=[O:18])[C:14]2[N:19]([CH2:30][CH:31]([CH3:33])[CH3:32])[CH:20]=[CH:21][C:13]=2[C:12]=1[C:22]1[CH:27]=[CH:26][C:25]([Cl:28])=[CH:24][CH:23]=1)[C:7]([OH:9])=[O:8])([CH3:3])([CH3:2])[CH3:4], predict the reactants needed to synthesize it. The reactants are: [C:1]([O:5][CH:6]([C:11]1[N:16]([CH3:17])[C:15](=[O:18])[C:14]2[NH:19][CH:20]=[CH:21][C:13]=2[C:12]=1[C:22]1[CH:27]=[CH:26][C:25]([Cl:28])=[CH:24][CH:23]=1)[C:7]([O:9]C)=[O:8])([CH3:4])([CH3:3])[CH3:2].Br[CH2:30][CH:31]([CH3:33])[CH3:32]. (3) Given the product [CH3:18][CH:19]([NH:22][C:23](=[O:25])[CH3:24])[C:20]#[C:21][C:2]1[S:6][C:5]([O:7][C:8]2[CH:17]=[CH:16][C:15]3[C:10](=[CH:11][CH:12]=[CH:13][CH:14]=3)[CH:9]=2)=[N:4][CH:3]=1, predict the reactants needed to synthesize it. The reactants are: Br[C:2]1[S:6][C:5]([O:7][C:8]2[CH:17]=[CH:16][C:15]3[C:10](=[CH:11][CH:12]=[CH:13][CH:14]=3)[CH:9]=2)=[N:4][CH:3]=1.[CH3:18][CH:19]([NH:22][C:23](=[O:25])[CH3:24])[C:20]#[CH:21].C(N(CC)CC)C. (4) Given the product [Cl:14][C:12]1[CH:11]=[CH:10][C:9]([OH:15])=[C:8]([C:6]2[CH:5]=[CH:4][N:3]=[C:2]([N:18]([CH3:21])[CH3:19])[CH:7]=2)[CH:13]=1, predict the reactants needed to synthesize it. The reactants are: Cl[C:2]1[CH:7]=[C:6]([C:8]2[CH:13]=[C:12]([Cl:14])[CH:11]=[CH:10][C:9]=2[O:15]C)[CH:5]=[CH:4][N:3]=1.Cl.[NH:18]1[CH2:21]C[CH2:19]1.C(N(CC)C(C)C)(C)C.CN(C)C(=O)C.[Cl-].[NH4+]. (5) Given the product [C:16]([CH2:15][N:7]1[C:8]2[C:13](=[CH:12][CH:11]=[CH:10][CH:9]=2)[CH:14]=[C:6]1[C:4]([OH:5])=[O:3])#[N:17], predict the reactants needed to synthesize it. The reactants are: C([O:3][C:4]([C:6]1[N:7]([CH2:15][C:16]#[N:17])[C:8]2[C:13]([CH:14]=1)=[CH:12][CH:11]=[CH:10][CH:9]=2)=[O:5])C.O[Li].O. (6) Given the product [C:1]([O:9][C@@H:10]1[C@@H:33]([O:34][C:35](=[O:42])[C:36]2[CH:37]=[CH:38][CH:39]=[CH:40][CH:41]=2)[CH2:32][C@@H:31]([CH2:43][O:44][C:45](=[O:52])[C:46]2[CH:47]=[CH:48][CH:49]=[CH:50][CH:51]=2)[O:30][C@H:11]1[O:12][C:13]1[CH:18]=[C:17]([CH2:19][O:20][CH:58]2[CH2:57][CH2:56][CH2:55][O:53]2)[CH:16]=[CH:15][C:14]=1[CH2:21][C:22]1[CH:27]=[CH:26][C:25]([CH2:28][CH3:29])=[CH:24][CH:23]=1)(=[O:8])[C:2]1[CH:7]=[CH:6][CH:5]=[CH:4][CH:3]=1, predict the reactants needed to synthesize it. The reactants are: [C:1]([O:9][C@@H:10]1[C@@H:33]([O:34][C:35](=[O:42])[C:36]2[CH:41]=[CH:40][CH:39]=[CH:38][CH:37]=2)[CH2:32][C@@H:31]([CH2:43][O:44][C:45](=[O:52])[C:46]2[CH:51]=[CH:50][CH:49]=[CH:48][CH:47]=2)[O:30][C@H:11]1[O:12][C:13]1[CH:18]=[C:17]([CH2:19][OH:20])[CH:16]=[CH:15][C:14]=1[CH2:21][C:22]1[CH:27]=[CH:26][C:25]([CH2:28][CH3:29])=[CH:24][CH:23]=1)(=[O:8])[C:2]1[CH:7]=[CH:6][CH:5]=[CH:4][CH:3]=1.[O:53]1[CH:58]=[CH:57][CH2:56][CH2:55]C1.C(N(CC)CC)C. (7) Given the product [Cl:26][C:27]1[CH:32]=[CH:31][C:30]([S:33]([N:8]([C@H:9]([CH2:13][CH:14]([CH3:16])[CH3:15])[C:10]([NH2:12])=[O:11])[CH2:7][C:6]2[CH:5]=[CH:4][C:3]([O:2][CH3:1])=[CH:18][CH:17]=2)(=[O:35])=[O:34])=[CH:29][CH:28]=1, predict the reactants needed to synthesize it. The reactants are: [CH3:1][O:2][C:3]1[CH:18]=[CH:17][C:6]([CH2:7][NH:8][C@H:9]([CH2:13][CH:14]([CH3:16])[CH3:15])[C:10]([NH2:12])=[O:11])=[CH:5][CH:4]=1.CCN(CC)CC.[Cl:26][C:27]1[CH:32]=[CH:31][C:30]([S:33](Cl)(=[O:35])=[O:34])=[CH:29][CH:28]=1. (8) The reactants are: [CH2:1]([N:8]1[C:16]2[C:11](=[C:12]([C:17]3[CH:22]=[CH:21][C:20]([OH:23])=[CH:19][CH:18]=3)[CH:13]=[CH:14][CH:15]=2)[C:10]([CH3:24])=[C:9]1[C:25]1[CH:30]=[CH:29][CH:28]=[CH:27][CH:26]=1)[C:2]1[CH:7]=[CH:6][CH:5]=[CH:4][CH:3]=1.O=[O+][O-].Br[CH2:35][C:36]([O:38][CH3:39])=[O:37]. Given the product [CH3:39][O:38][C:36](=[O:37])[CH2:35][O:23][C:20]1[CH:21]=[CH:22][C:17]([C:12]2[CH:13]=[CH:14][CH:15]=[C:16]3[C:11]=2[C:10]([CH3:24])=[C:9]([C:25]2[CH:30]=[CH:29][CH:28]=[CH:27][CH:26]=2)[N:8]3[CH2:1][C:2]2[CH:3]=[CH:4][CH:5]=[CH:6][CH:7]=2)=[CH:18][CH:19]=1, predict the reactants needed to synthesize it.